This data is from Forward reaction prediction with 1.9M reactions from USPTO patents (1976-2016). The task is: Predict the product of the given reaction. (1) Given the reactants [NH2:1][C:2]1[CH:9]=[C:8]([CH3:10])[C:5]([C:6]#[N:7])=[C:4]([CH3:11])[N:3]=1.[CH3:12][C:13]([O:16][C:17](O[C:17]([O:16][C:13]([CH3:15])([CH3:14])[CH3:12])=[O:18])=[O:18])([CH3:15])[CH3:14].[OH-].[Na+].OO, predict the reaction product. The product is: [C:6]([C:5]1[C:8]([CH3:10])=[CH:9][C:2]([NH:1][C:17](=[O:18])[O:16][C:13]([CH3:15])([CH3:14])[CH3:12])=[N:3][C:4]=1[CH3:11])#[N:7]. (2) Given the reactants [CH3:1][C:2]1[N:3]=[C:4]2[C:13]3[NH:12][C@H:11]([C:14]4[CH:19]=[CH:18][CH:17]=[CH:16][CH:15]=4)[C@@H:10]([OH:20])[C:9](=[O:21])[C:8]=3[CH:7]=[CH:6][N:5]2[C:22]=1[CH3:23].C(N(CC)CC)C.[C:31](Cl)(=[O:36])[C:32]([CH3:35])([CH3:34])[CH3:33], predict the reaction product. The product is: [CH3:1][C:2]1[N:3]=[C:4]2[C:13]3[NH:12][C@H:11]([C:14]4[CH:19]=[CH:18][CH:17]=[CH:16][CH:15]=4)[C@@H:10]([O:20][C:31](=[O:36])[C:32]([CH3:35])([CH3:34])[CH3:33])[C:9](=[O:21])[C:8]=3[CH:7]=[CH:6][N:5]2[C:22]=1[CH3:23].